From a dataset of Catalyst prediction with 721,799 reactions and 888 catalyst types from USPTO. Predict which catalyst facilitates the given reaction. (1) Reactant: C(OC(=O)N[C:8](=[O:40])[CH2:9][CH2:10][CH2:11][C@H:12]([NH:32][C:33]([O:35][C:36]([CH3:39])([CH3:38])[CH3:37])=[O:34])[CH2:13][O:14][Si:15]([C:28]([CH3:31])([CH3:30])[CH3:29])([C:22]1[CH:27]=[CH:26][CH:25]=[CH:24][CH:23]=1)[C:16]1[CH:21]=[CH:20][CH:19]=[CH:18][CH:17]=1)(C)(C)C.[BH4-].[Na+]. Product: [C:36]([O:35][C:33](=[O:34])[NH:32][C@@H:12]([CH2:11][CH2:10][CH2:9][CH2:8][OH:40])[CH2:13][O:14][Si:15]([C:28]([CH3:29])([CH3:30])[CH3:31])([C:22]1[CH:27]=[CH:26][CH:25]=[CH:24][CH:23]=1)[C:16]1[CH:17]=[CH:18][CH:19]=[CH:20][CH:21]=1)([CH3:39])([CH3:37])[CH3:38]. The catalyst class is: 378. (2) Reactant: [CH2:1]([C:3]1[CH:8]=[CH:7][C:6]([CH2:9][CH:10]([NH2:13])[CH2:11][CH3:12])=[CH:5][C:4]=1[O:14][CH3:15])[CH3:2].[CH:16](OCC)=[O:17]. Product: [CH2:1]([C:3]1[CH:8]=[CH:7][C:6]([CH2:9][CH:10]([NH:13][CH:16]=[O:17])[CH2:11][CH3:12])=[CH:5][C:4]=1[O:14][CH3:15])[CH3:2]. The catalyst class is: 12. (3) Product: [F:1][C:2]1[CH:55]=[CH:54][CH:53]=[CH:52][C:3]=1[CH2:4][C:5]1([NH:49][CH:50]=[O:51])[CH2:10][CH2:9][CH2:8][CH:7]([NH:11][C:12]([C:14]2[CH:15]=[C:16]3[C:20](=[CH:21][CH:22]=2)[NH:19][N:18]=[C:17]3[C:42]2[CH:47]=[CH:46][N:45]=[C:44]([CH3:48])[CH:43]=2)=[O:13])[CH2:6]1. Reactant: [F:1][C:2]1[CH:55]=[CH:54][CH:53]=[CH:52][C:3]=1[CH2:4][C:5]1([NH:49][CH:50]=[O:51])[CH2:10][CH2:9][CH2:8][CH:7]([NH:11][C:12]([C:14]2[CH:15]=[C:16]3[C:20](=[CH:21][CH:22]=2)[N:19](C(C2C=CC=CC=2)(C2C=CC=CC=2)C2C=CC=CC=2)[N:18]=[C:17]3[C:42]2[CH:47]=[CH:46][N:45]=[C:44]([CH3:48])[CH:43]=2)=[O:13])[CH2:6]1.[SiH](CC)(CC)CC. The catalyst class is: 67. (4) Reactant: [CH3:1][N:2]1[C@@H:7]2[C@@H:8]3[O:10][C@@H:9]3[C@H:3]1[CH2:4][CH:5]([O:11][C:12]([C:14]([OH:25])([C:20]1[S:24][CH:23]=[CH:22][CH:21]=1)[C:15]1[S:19][CH:18]=[CH:17][CH:16]=1)=[O:13])[CH2:6]2.[CH3:26][S:27]([O:30]C)(=[O:29])=[O:28]. Product: [CH3:1][N+:2]1([CH3:26])[C@@H:3]2[C@@H:9]3[O:10][C@@H:8]3[C@H:7]1[CH2:6][C@@H:5]([O:11][C:12]([C:14]([OH:25])([C:15]1[S:19][CH:18]=[CH:17][CH:16]=1)[C:20]1[S:24][CH:23]=[CH:22][CH:21]=1)=[O:13])[CH2:4]2.[CH3:26][S:27]([O-:30])(=[O:29])=[O:28]. The catalyst class is: 10. (5) The catalyst class is: 5. Reactant: [F:1][C:2]1([F:40])[O:6][C:5]2[CH:7]=[CH:8][C:9]([C:11]3([C:14]([NH:16][C:17]4[CH:18]=[C:19]5[C:23](=[CH:24][C:25]=4[F:26])[N:22]([CH2:27][C@H:28]4[CH2:32][O:31]C(C)(C)[O:29]4)[C:21]([C:35]([CH3:39])([CH3:38])[CH2:36][OH:37])=[CH:20]5)=[O:15])[CH2:13][CH2:12]3)=[CH:10][C:4]=2[O:3]1.O.CC1C=CC(S(O)(=O)=O)=CC=1.O. Product: [F:40][C:2]1([F:1])[O:6][C:5]2[CH:7]=[CH:8][C:9]([C:11]3([C:14]([NH:16][C:17]4[CH:18]=[C:19]5[C:23](=[CH:24][C:25]=4[F:26])[N:22]([CH2:27][C@H:28]([OH:29])[CH2:32][OH:31])[C:21]([C:35]([CH3:38])([CH3:39])[CH2:36][OH:37])=[CH:20]5)=[O:15])[CH2:12][CH2:13]3)=[CH:10][C:4]=2[O:3]1. (6) Reactant: [H-].[Na+].[C:3]([O:13][C:14]([CH3:17])([CH3:16])[CH3:15])(=[O:12])[CH2:4][C:5]([O:7][C:8]([CH3:11])([CH3:10])[CH3:9])=[O:6].[Si:18]([O:25][CH2:26][CH2:27][CH2:28][CH2:29][CH2:30]Br)([C:21]([CH3:24])([CH3:23])[CH3:22])([CH3:20])[CH3:19]. Product: [Si:18]([O:25][CH2:26][CH2:27][CH2:28][CH2:29][CH2:30][CH:4]([C:5]([O:7][C:8]([CH3:9])([CH3:10])[CH3:11])=[O:6])[C:3]([O:13][C:14]([CH3:17])([CH3:16])[CH3:15])=[O:12])([C:21]([CH3:22])([CH3:23])[CH3:24])([CH3:19])[CH3:20]. The catalyst class is: 1. (7) The catalyst class is: 3. Reactant: Cl.[NH2:2][CH2:3][C:4]1[CH:25]=[CH:24][C:7]([C:8]([NH:10][C:11]2[CH:16]=[CH:15][C:14]([Cl:17])=[C:13]([C:18]3[CH:23]=[CH:22][CH:21]=[CH:20][N:19]=3)[CH:12]=2)=[O:9])=[CH:6][CH:5]=1.[NH:26]1[CH2:30][CH2:29][N:28]=[C:27]1N1C(C)=CC(C)=N1.CCN(C(C)C)C(C)C. Product: [Cl:17][C:14]1[CH:15]=[CH:16][C:11]([NH:10][C:8](=[O:9])[C:7]2[CH:6]=[CH:5][C:4]([CH2:3][NH:2][C:27]3[NH:28][CH2:29][CH2:30][N:26]=3)=[CH:25][CH:24]=2)=[CH:12][C:13]=1[C:18]1[CH:23]=[CH:22][CH:21]=[CH:20][N:19]=1. (8) Reactant: [C:1]([C:5]1[CH:6]=[C:7]2[C:12](=[CH:13][CH:14]=1)[C:11](=[O:15])[N:10]([C:16]1[C:17]([CH2:49][OH:50])=[C:18]([N:22]3[CH:26]=[C:25]([C:27]#[N:28])[C:24]([NH:29]C(C4C=CC=CC=4)(C4C=CC=CC=4)C4C=CC=CC=4)=[N:23]3)[CH:19]=[CH:20][CH:21]=1)[N:9]=[CH:8]2)([CH3:4])([CH3:3])[CH3:2].CO.Cl. Product: [NH2:29][C:24]1[C:25]([C:27]#[N:28])=[CH:26][N:22]([C:18]2[CH:19]=[CH:20][CH:21]=[C:16]([N:10]3[N:9]=[CH:8][C:7]4[C:12](=[CH:13][CH:14]=[C:5]([C:1]([CH3:2])([CH3:3])[CH3:4])[CH:6]=4)[C:11]3=[O:15])[C:17]=2[CH2:49][OH:50])[N:23]=1. The catalyst class is: 28.